Dataset: Forward reaction prediction with 1.9M reactions from USPTO patents (1976-2016). Task: Predict the product of the given reaction. Given the reactants [CH2:1]1[O:9][C@H:8]([CH2:10][OH:11])[C@@H:6]([OH:7])[C@H:4]([OH:5])[C:2]1=[O:3].[C:12](O)(=[O:24])[CH2:13][CH2:14][CH2:15][CH2:16][CH2:17][CH2:18][CH2:19][CH2:20][CH2:21][CH2:22][CH3:23].N1C=CC=CC=1, predict the reaction product. The product is: [C:12]([O:11][CH2:10][C@H:8]1[O:9][CH2:1][C:2](=[O:3])[C@@H:4]([OH:5])[C@@H:6]1[OH:7])(=[O:24])[CH2:13][CH2:14][CH2:15][CH2:16][CH2:17][CH2:18][CH2:19][CH2:20][CH2:21][CH2:22][CH3:23].